This data is from Reaction yield outcomes from USPTO patents with 853,638 reactions. The task is: Predict the reaction yield, written as a fraction of the theoretical maximum amount of product (1.0 means a 100% yield; for example, 0.34 means a 34% yield). (1) The reactants are C(Cl)(=O)C(Cl)=O.[Cl:7][C:8]1[CH:16]=[CH:15][C:11]([C:12](O)=[O:13])=[CH:10][N:9]=1.Cl.[CH3:18][NH:19][O:20][CH3:21].C(N(CC)CC)C. The catalyst is O1CCCC1.ClCCl. The product is [Cl:7][C:8]1[CH:16]=[CH:15][C:11]([C:12]([N:19]([O:20][CH3:21])[CH3:18])=[O:13])=[CH:10][N:9]=1. The yield is 0.738. (2) The product is [CH2:23]([S:25]([C:28]1[CH:33]=[CH:32][C:31]([C:2]2[N:3]=[C:4]([C:9]3[O:10][C:11]([C:14]4[CH:19]=[CH:18][C:17]([CH2:20][NH:21][CH3:22])=[CH:16][CH:15]=4)=[N:12][N:13]=3)[C:5]([NH2:8])=[N:6][CH:7]=2)=[CH:30][CH:29]=1)(=[O:26])=[O:27])[CH3:24]. The catalyst is CS(C)=O.[Pd].O1CCOCC1. The yield is 0.650. The reactants are Br[C:2]1[N:3]=[C:4]([C:9]2[O:10][C:11]([C:14]3[CH:19]=[CH:18][C:17]([CH2:20][NH:21][CH3:22])=[CH:16][CH:15]=3)=[N:12][N:13]=2)[C:5]([NH2:8])=[N:6][CH:7]=1.[CH2:23]([S:25]([C:28]1[CH:33]=[CH:32][C:31](B(O)O)=[CH:30][CH:29]=1)(=[O:27])=[O:26])[CH3:24].C([O-])([O-])=O.[Na+].[Na+].C1(P(C2C=CC=CC=2)C2C=CC=CC=2)C=CC=CC=1. (3) The reactants are [CH3:1][O:2][C:3](=[NH:8])[CH2:4][CH2:5][C:6]#[CH:7].N[C:10]1[CH:15]=[C:14]([Cl:16])[CH:13]=[CH:12]C=1O. The catalyst is ClC(Cl)C. The product is [CH2:4]([C:3]1[O:2][C:1]2[CH:10]=[CH:15][C:14]([Cl:16])=[CH:13][C:12]=2[N:8]=1)[CH2:5][C:6]#[CH:7]. The yield is 0.0700. (4) The reactants are C[O:2]C1C(OC)=CC2N(C)C(=O)CN=C(C3C=C(C=CC=3)C#N)C=2C=1.[CH3:26][O:27][C:28]1[C:29]([O:50][CH3:51])=[CH:30][C:31]2[N:37]3[CH:38]=[CH:39][N:40]=[C:36]3[CH2:35][N:34]=[C:33]([C:41]3[CH:42]=[C:43]([CH:46]=[CH:47][CH:48]=3)[C:44]#[N:45])[C:32]=2[CH:49]=1. No catalyst specified. The product is [CH3:26][O:27][C:28]1[C:29]([O:50][CH3:51])=[CH:30][C:31]2[N:37]3[CH:38]=[CH:39][N:40]=[C:36]3[CH2:35][N:34]=[C:33]([C:41]3[CH:42]=[C:43]([CH:46]=[CH:47][CH:48]=3)[C:44]([NH2:45])=[O:2])[C:32]=2[CH:49]=1. The yield is 0.700. (5) The reactants are [OH-].[Li+].O.[Cl:4][C:5]1[C:9]([CH2:10][N:11]([S:13]([C:16]2[CH:21]=[CH:20][C:19]([Cl:22])=[CH:18][CH:17]=2)(=[O:15])=[O:14])[CH3:12])=[CH:8][S:7][C:6]=1[C:23]([O:25]C)=[O:24]. The catalyst is O1CCOCC1. The product is [Cl:4][C:5]1[C:9]([CH2:10][N:11]([S:13]([C:16]2[CH:21]=[CH:20][C:19]([Cl:22])=[CH:18][CH:17]=2)(=[O:15])=[O:14])[CH3:12])=[CH:8][S:7][C:6]=1[C:23]([OH:25])=[O:24]. The yield is 0.840. (6) The reactants are [NH2:1][C@H:2]([C:7]([OH:9])=[O:8])[CH2:3][CH:4]([CH3:6])[CH3:5].O=S(Cl)Cl.[CH:14](O)([CH3:16])[CH3:15]. No catalyst specified. The product is [CH:14]([O:8][C:7](=[O:9])[C@H:2]([CH2:3][CH:4]([CH3:6])[CH3:5])[NH2:1])([CH3:16])[CH3:15]. The yield is 0.710. (7) The reactants are [O:1]1[C:6]2[CH:7]=[CH:8][C:9]([C:11]3[C:16]([CH3:17])=[CH:15][CH:14]=[C:13]([CH3:18])[C:12]=3[CH:19]([OH:24])[C:20]([O:22][CH3:23])=[O:21])=[CH:10][C:5]=2[CH2:4][CH2:3][CH2:2]1.Cl(O)(=O)(=O)=O.C(=O)(O)[O-].[Na+].[CH2:35]1[CH2:40][CH2:39][CH2:39][CH2:40][CH2:35]1.[C:41](OCC)(=O)[CH3:41]. The catalyst is C(OC(C)(C)C)(=O)C. The product is [C:40]([O:24][CH:19]([C:12]1[C:13]([CH3:18])=[CH:14][CH:15]=[C:16]([CH3:17])[C:11]=1[C:9]1[CH:8]=[CH:7][C:6]2[O:1][CH2:2][CH2:3][CH2:4][C:5]=2[CH:10]=1)[C:20]([O:22][CH3:23])=[O:21])([CH3:39])([CH3:35])[CH3:41]. The yield is 0.0800. (8) The reactants are [C:1]([CH:3]1[CH2:6][N:5]([C:7](=[O:31])[C@H:8]([NH:10][C:11]([C:13]2[C:21]3[C:16](=[N:17][CH:18]=[C:19](Br)[N:20]=3)[N:15]([CH2:23][O:24][CH2:25][CH2:26][Si:27]([CH3:30])([CH3:29])[CH3:28])[CH:14]=2)=[O:12])[CH3:9])[CH2:4]1)#[N:2].[CH3:32][N:33]1[C:41]2[CH2:40][CH2:39][C:38]([CH3:43])([CH3:42])[CH2:37][C:36]=2[C:35]([Sn](CCCC)(CCCC)CCCC)=[N:34]1. The catalyst is CN(C=O)C.C1C=CC([P]([Pd]([P](C2C=CC=CC=2)(C2C=CC=CC=2)C2C=CC=CC=2)([P](C2C=CC=CC=2)(C2C=CC=CC=2)C2C=CC=CC=2)[P](C2C=CC=CC=2)(C2C=CC=CC=2)C2C=CC=CC=2)(C2C=CC=CC=2)C2C=CC=CC=2)=CC=1.[Cu]I. The product is [C:1]([CH:3]1[CH2:6][N:5]([C:7](=[O:31])[C@H:8]([NH:10][C:11]([C:13]2[C:21]3[C:16](=[N:17][CH:18]=[C:19]([C:35]4[C:36]5[CH2:37][C:38]([CH3:42])([CH3:43])[CH2:39][CH2:40][C:41]=5[N:33]([CH3:32])[N:34]=4)[N:20]=3)[N:15]([CH2:23][O:24][CH2:25][CH2:26][Si:27]([CH3:30])([CH3:29])[CH3:28])[CH:14]=2)=[O:12])[CH3:9])[CH2:4]1)#[N:2]. The yield is 0.750. (9) The reactants are [CH3:1][O:2][C:3](=[O:13])[O:4][C:5]1[CH:10]=[CH:9][C:8]([F:11])=[CH:7][C:6]=1[CH3:12].[N+:14]([O-])([O-:16])=[O:15].[K+]. The catalyst is S(=O)(=O)(O)O. The product is [CH3:1][O:2][C:3](=[O:13])[O:4][C:5]1[CH:10]=[C:9]([N+:14]([O-:16])=[O:15])[C:8]([F:11])=[CH:7][C:6]=1[CH3:12]. The yield is 0.110. (10) The reactants are C(O)(C(F)(F)F)=O.[F:8][C:9]1[CH:14]=[CH:13][C:12]([C:15]2[O:16][C:17]3[CH:27]=[C:26]([N:28]([CH3:33])[S:29]([CH3:32])(=[O:31])=[O:30])[C:25]([CH:34]4[CH2:38][N:37](C(OC(C)(C)C)=O)[C@H:36]([C:46]([O:48][CH3:49])=[O:47])[CH2:35]4)=[CH:24][C:18]=3[C:19]=2[C:20](=[O:23])[NH:21][CH3:22])=[CH:11][CH:10]=1. The catalyst is C(Cl)Cl.C([O-])(O)=O.[Na+]. The product is [F:8][C:9]1[CH:14]=[CH:13][C:12]([C:15]2[O:16][C:17]3[CH:27]=[C:26]([N:28]([CH3:33])[S:29]([CH3:32])(=[O:30])=[O:31])[C:25]([CH:34]4[CH2:38][NH:37][C@H:36]([C:46]([O:48][CH3:49])=[O:47])[CH2:35]4)=[CH:24][C:18]=3[C:19]=2[C:20](=[O:23])[NH:21][CH3:22])=[CH:11][CH:10]=1. The yield is 0.898.